This data is from Full USPTO retrosynthesis dataset with 1.9M reactions from patents (1976-2016). The task is: Predict the reactants needed to synthesize the given product. (1) Given the product [Cl:1][C:2]1[CH:10]=[C:9]([B:11]2[O:12][C:13]([CH3:18])([CH3:19])[C:14]([CH3:16])([CH3:17])[O:15]2)[CH:8]=[CH:7][C:3]=1[C:4]([NH:20][C:21]1[CH:26]=[CH:25][CH:24]=[CH:23][N:22]=1)=[O:6], predict the reactants needed to synthesize it. The reactants are: [Cl:1][C:2]1[CH:10]=[C:9]([B:11]2[O:15][C:14]([CH3:17])([CH3:16])[C:13]([CH3:19])([CH3:18])[O:12]2)[CH:8]=[CH:7][C:3]=1[C:4]([OH:6])=O.[NH2:20][C:21]1[CH:26]=[CH:25][CH:24]=[CH:23][N:22]=1. (2) Given the product [C:4]([C:6]1[N:11]=[N:10][C:9]([N:12]([CH2:20][C:21]2([C:25]3[C:30]([F:31])=[CH:29][CH:28]=[CH:27][N:26]=3)[CH2:22][CH2:23][CH2:24]2)[C:13](=[O:19])[O:14][C:15]([CH3:18])([CH3:17])[CH3:16])=[CH:8][CH:7]=1)(=[O:3])[CH3:5], predict the reactants needed to synthesize it. The reactants are: C([O:3][C:4]([C:6]1[N:11]=[N:10][C:9]([N:12]([CH2:20][C:21]2([C:25]3[C:30]([F:31])=[CH:29][CH:28]=[CH:27][N:26]=3)[CH2:24][CH2:23][CH2:22]2)[C:13](=[O:19])[O:14][C:15]([CH3:18])([CH3:17])[CH3:16])=[CH:8][CH:7]=1)=[CH2:5])C.Cl. (3) The reactants are: Cl[C:2]1[C:7]([NH2:8])=[CH:6][C:5]([F:9])=[CH:4][N:3]=1.[C:10]([O:14][C:15]([N:17]1[CH2:22][CH:21]=[C:20](B2OC(C)(C)C(C)(C)O2)[CH2:19][CH2:18]1)=[O:16])([CH3:13])([CH3:12])[CH3:11].C(=O)([O-])[O-].[Na+].[Na+]. Given the product [C:10]([O:14][C:15]([N:17]1[CH2:18][CH:19]=[C:20]([C:2]2[C:7]([NH2:8])=[CH:6][C:5]([F:9])=[CH:4][N:3]=2)[CH2:21][CH2:22]1)=[O:16])([CH3:13])([CH3:11])[CH3:12], predict the reactants needed to synthesize it. (4) Given the product [CH3:13][O:14][C:15]1[CH:58]=[C:57]([O:59][CH3:60])[CH:56]=[CH:55][C:16]=1[CH2:17][NH:18][C:19]1[C:20]2[N:21]([C:25]([C@@H:47]3[CH2:48][N:49]4[C:1](=[O:2])[O:54][CH2:53][C@@H:50]4[CH2:51][CH2:52]3)=[N:26][C:27]=2[C:28]2[CH:29]=[CH:30][C:31]([C:32]([NH:34][C:35]3[CH:40]=[C:39]([C:41]([F:43])([F:44])[F:42])[CH:38]=[CH:37][N:36]=3)=[O:33])=[CH:45][CH:46]=2)[CH:22]=[CH:23][N:24]=1, predict the reactants needed to synthesize it. The reactants are: [C:1](N1C=CN=C1)(N1C=CN=C1)=[O:2].[CH3:13][O:14][C:15]1[CH:58]=[C:57]([O:59][CH3:60])[CH:56]=[CH:55][C:16]=1[CH2:17][NH:18][C:19]1[C:20]2[N:21]([C:25]([C@H:47]3[CH2:52][CH2:51][C@@H:50]([CH2:53][OH:54])[NH:49][CH2:48]3)=[N:26][C:27]=2[C:28]2[CH:46]=[CH:45][C:31]([C:32]([NH:34][C:35]3[CH:40]=[C:39]([C:41]([F:44])([F:43])[F:42])[CH:38]=[CH:37][N:36]=3)=[O:33])=[CH:30][CH:29]=2)[CH:22]=[CH:23][N:24]=1. (5) Given the product [CH3:1][O:2][C:3]([C:5]1[S:6][C:7]([C:27]2[CH2:32][CH2:31][CH2:30][CH2:29][CH:28]=2)=[CH:8][C:9]=1[N:10]([CH:20]1[CH2:25][CH2:24][CH:23]=[CH:22][CH2:21]1)[C:11]([C@H:13]1[CH2:18][CH2:17][C@H:16]([CH3:19])[CH2:15][CH2:14]1)=[O:12])=[O:4], predict the reactants needed to synthesize it. The reactants are: [CH3:1][O:2][C:3]([C:5]1[S:6][C:7]([C:27]2[CH2:32][CH2:31][CH2:30][CH2:29][CH:28]=2)=[CH:8][C:9]=1[N:10]([C@H:20]1[CH2:25][CH2:24][C@H:23](O)[CH2:22][CH2:21]1)[C:11]([C@H:13]1[CH2:18][CH2:17][C@H:16]([CH3:19])[CH2:15][CH2:14]1)=[O:12])=[O:4].C(I)(F)F.[H-].[Na+]. (6) Given the product [NH2:2][CH2:1][C:3]1[CH:15]=[CH:14][CH:13]=[CH:12][C:4]=1[CH2:5][N:6]([CH3:11])[S:7]([CH3:10])(=[O:9])=[O:8], predict the reactants needed to synthesize it. The reactants are: [C:1]([C:3]1[CH:15]=[CH:14][CH:13]=[CH:12][C:4]=1[CH2:5][N:6]([CH3:11])[S:7]([CH3:10])(=[O:9])=[O:8])#[N:2]. (7) Given the product [Br:4][C:5]1[N:6]=[C:7]([S:15][CH3:16])[C:8]2[N:9]([C:11]([C:26]3[CH:27]=[CH:28][C:23]([C:21]([NH:20][CH:17]4[CH2:18][CH2:19]4)=[O:22])=[CH:24][CH:25]=3)=[CH:12][N:13]=2)[CH:10]=1, predict the reactants needed to synthesize it. The reactants are: C(O)C.[Br:4][C:5]1[N:6]=[C:7]([S:15][CH3:16])[C:8]2[N:9]([C:11](I)=[CH:12][N:13]=2)[CH:10]=1.[CH:17]1([NH:20][C:21]([C:23]2[CH:28]=[CH:27][C:26](B3OC(C)(C)C(C)(C)O3)=[CH:25][CH:24]=2)=[O:22])[CH2:19][CH2:18]1.C(=O)([O-])O.[Na+]. (8) Given the product [CH3:3][O:4][C:5]([C:7]1[C:8]([CH:20]([CH3:22])[CH3:21])=[N:9][C:10]2[C:15]([C:16]=1[O:17][S:25]([C:24]([F:43])([F:42])[F:23])(=[O:27])=[O:26])=[CH:14][C:13]([Cl:18])=[CH:12][C:11]=2[Cl:19])=[O:6], predict the reactants needed to synthesize it. The reactants are: [H-].[Na+].[CH3:3][O:4][C:5]([C:7]1[C:8]([CH:20]([CH3:22])[CH3:21])=[N:9][C:10]2[C:15]([C:16]=1[OH:17])=[CH:14][C:13]([Cl:18])=[CH:12][C:11]=2[Cl:19])=[O:6].[F:23][C:24]([F:43])([F:42])[S:25](N(C1C=CC=CC=1)[S:25]([C:24]([F:43])([F:42])[F:23])(=[O:27])=[O:26])(=[O:27])=[O:26]. (9) Given the product [Br:23][C:9]1[C:10](=[O:22])[N:11]([C:12]2[CH:13]=[C:14]([CH:19]=[CH:20][CH:21]=2)[C:15]([O:17][CH3:18])=[O:16])[C:6]([CH2:5][OH:4])=[CH:7][C:8]=1[O:24][CH2:25][C:26]1[CH:31]=[CH:30][C:29]([F:32])=[CH:28][C:27]=1[F:33], predict the reactants needed to synthesize it. The reactants are: C([O:4][CH2:5][C:6]1[N:11]([C:12]2[CH:13]=[C:14]([CH:19]=[CH:20][CH:21]=2)[C:15]([O:17][CH3:18])=[O:16])[C:10](=[O:22])[C:9]([Br:23])=[C:8]([O:24][CH2:25][C:26]2[CH:31]=[CH:30][C:29]([F:32])=[CH:28][C:27]=2[F:33])[CH:7]=1)(=O)C.C([O-])([O-])=O.[K+].[K+]. (10) Given the product [CH3:23][S:20]([O:12][CH2:11][C:9]1[S:10][C:6]([CH2:5][O:4][CH3:3])=[CH:7][N:8]=1)(=[O:22])=[O:21], predict the reactants needed to synthesize it. The reactants are: N#N.[CH3:3][O:4][CH2:5][C:6]1[S:10][C:9]([CH2:11][OH:12])=[N:8][CH:7]=1.CCN(CC)CC.[S:20](Cl)([CH3:23])(=[O:22])=[O:21].